From a dataset of Full USPTO retrosynthesis dataset with 1.9M reactions from patents (1976-2016). Predict the reactants needed to synthesize the given product. (1) Given the product [C:9]([O:13][C:14]([NH:15][N:16]=[C:5]([CH2:7][CH3:8])[C:1]([CH3:4])([CH3:3])[CH3:2])=[O:17])([CH3:12])([CH3:11])[CH3:10], predict the reactants needed to synthesize it. The reactants are: [C:1]([C:5]([CH2:7][CH3:8])=O)([CH3:4])([CH3:3])[CH3:2].[C:9]([O:13][C:14](=[O:17])[NH:15][NH2:16])([CH3:12])([CH3:11])[CH3:10]. (2) Given the product [B:23]([F:26])([F:25])[F:24].[CH3:27][CH2:28][O:29][CH2:30][CH3:31], predict the reactants needed to synthesize it. The reactants are: C1C[C@H]2N(C[C@H]3[C@@H]4CCCCN4C[C@@H]2C3)CC1.[Li]C(CC)C.[B:23]([F:26])([F:25])[F:24].[CH3:27][CH2:28][O:29][CH2:30][CH3:31]. (3) Given the product [Cl:16][C:13]1[CH:14]=[CH:15][C:10]([C:9]2[O:19][C:2]3[N:3]=[CH:4][N:5]=[CH:6][C:7]=3[N:8]=2)=[CH:11][C:12]=1[C:17]#[N:18], predict the reactants needed to synthesize it. The reactants are: O[C:2]1[C:7]([NH:8][C:9](=[O:19])[C:10]2[CH:15]=[CH:14][C:13]([Cl:16])=[C:12]([C:17]#[N:18])[CH:11]=2)=[CH:6][N:5]=[CH:4][N:3]=1. (4) Given the product [Cl:1][C:2]1[C:10]([F:11])=[CH:9][CH:8]=[C:7]([F:12])[C:3]=1[C:4]([NH:13][CH2:14][C:15]1([CH:26]2[CH2:31][CH2:30][CH2:29][CH2:28][N:27]2[CH3:32])[CH2:16][N:17]([C:19]([O:21][C:22]([CH3:25])([CH3:24])[CH3:23])=[O:20])[CH2:18]1)=[O:5], predict the reactants needed to synthesize it. The reactants are: [Cl:1][C:2]1[C:10]([F:11])=[CH:9][CH:8]=[C:7]([F:12])[C:3]=1[C:4](Cl)=[O:5].[NH2:13][CH2:14][C:15]1([CH:26]2[CH2:31][CH2:30][CH2:29][CH2:28][N:27]2[CH3:32])[CH2:18][N:17]([C:19]([O:21][C:22]([CH3:25])([CH3:24])[CH3:23])=[O:20])[CH2:16]1.C(N(CC)CC)C. (5) Given the product [CH2:10]([O:12][C:13](=[O:18])[CH2:14][CH2:15][CH2:16][O:9][C:3]1[CH:4]=[CH:5][CH:6]=[C:7]([CH3:8])[C:2]=1[CH3:1])[CH3:11], predict the reactants needed to synthesize it. The reactants are: [CH3:1][C:2]1[C:7]([CH3:8])=[CH:6][CH:5]=[CH:4][C:3]=1[OH:9].[CH2:10]([O:12][C:13](=[O:18])[CH2:14][CH2:15][CH2:16]Br)[CH3:11].[H-].[Li+].O. (6) Given the product [S:1]1[CH:5]=[CH:4][CH:3]=[C:2]1[CH2:6][O:7][C:8](=[O:9])[NH:10][CH2:11][C:12]1[CH:13]=[CH:14][C:15]([C:16]([NH:24][O:22][CH3:23])=[O:18])=[CH:19][CH:20]=1, predict the reactants needed to synthesize it. The reactants are: [S:1]1[CH:5]=[CH:4][CH:3]=[C:2]1[CH2:6][O:7][C:8]([NH:10][CH2:11][C:12]1[CH:20]=[CH:19][C:15]([C:16]([OH:18])=O)=[CH:14][CH:13]=1)=[O:9].Cl.[O:22]([NH2:24])[CH3:23]. (7) Given the product [CH:14]([C:7]1[CH:6]=[CH:5][CH:4]=[CH:3][C:2]=1[CH:1]=[CH2:8])=[CH2:15].[NH2:13][C:19]1[CH:20]=[CH:21][C:16]([CH3:14])=[CH:17][CH:18]=1.[CH:28]([OH:29])([CH3:27])[CH3:46].[CH:49]([OH:52])([CH3:50])[CH3:23].[CH3:14][N:13]([CH3:12])[C:23]1[CH:28]=[CH:27][CH:26]=[CH:25][CH:24]=1, predict the reactants needed to synthesize it. The reactants are: [CH:1](=[C:8]([C:12]#[N:13])C([O-])=O)[C:2]1[CH:7]=[CH:6][CH:5]=[CH:4][CH:3]=1.[CH:14]([C:16]1[CH:21]=[CH:20][CH:19]=[CH:18][C:17]=1C)=[CH2:15].[C:23]1(=O)[O:29][CH2:28][CH2:27][CH2:26][CH2:25][CH2:24]1.O=P12OP3(OP(OP(O3)(O1)=O)(=O)O2)=O.O[CH2:46]CO[C:49](=[O:52])[CH:50]=C. (8) Given the product [CH2:26]([O:33][C:34]([NH:1][CH2:2][C@@H:3]1[CH2:9][C:6]2([CH2:7][CH2:8]2)[CH2:5][N:4]1[C:10]([O:12][C:13]([CH3:16])([CH3:15])[CH3:14])=[O:11])=[O:35])[C:27]1[CH:32]=[CH:31][CH:30]=[CH:29][CH:28]=1, predict the reactants needed to synthesize it. The reactants are: [NH2:1][CH2:2][C@@H:3]1[CH2:9][C:6]2([CH2:8][CH2:7]2)[CH2:5][N:4]1[C:10]([O:12][C:13]([CH3:16])([CH3:15])[CH3:14])=[O:11].CCN(C(C)C)C(C)C.[CH2:26]([O:33][C:34](Cl)=[O:35])[C:27]1[CH:32]=[CH:31][CH:30]=[CH:29][CH:28]=1. (9) Given the product [F:1][C:2]1[CH:7]=[C:6]([F:8])[CH:5]=[CH:4][C:3]=1[C:9]1[C:10]2[CH:25]=[C:24]([C:26]([O:28][CH2:29][CH3:30])=[O:27])[S:23][C:11]=2[NH:12][N:13]=1, predict the reactants needed to synthesize it. The reactants are: [F:1][C:2]1[CH:7]=[C:6]([F:8])[CH:5]=[CH:4][C:3]=1[C:9]1[C:10]2[CH:25]=[C:24]([C:26]([O:28][CH2:29][CH3:30])=[O:27])[S:23][C:11]=2[N:12](CC2C=CC(OC)=CC=2)[N:13]=1. (10) Given the product [CH3:26][C:27]1([CH3:35])[O:31][C@@H:30]([CH2:32][O:33][NH:34][C:4]([C:6]2[S:14][C:9]3[CH:10]=[CH:37][N:38]=[CH:13][C:8]=3[C:7]=2[NH:15][C:16]2[CH:21]=[CH:20][C:19]([I:22])=[CH:18][C:17]=2[F:23])=[O:5])[CH2:29][O:28]1, predict the reactants needed to synthesize it. The reactants are: C(O[C:4]([C:6]1[S:14][C:9]2=[CH:10]N=C[CH:13]=[C:8]2[C:7]=1[NH:15][C:16]1[CH:21]=[CH:20][C:19]([I:22])=[CH:18][C:17]=1[F:23])=[O:5])C.[OH-].[Na+].[CH3:26][C:27]1([CH3:35])[O:31][C@@H:30]([CH2:32][O:33][NH2:34])[CH2:29][O:28]1.C[CH2:37][N:38]=C=NCCCN(C)C.C1C=CC2N(O)N=NC=2C=1.CCN(C(C)C)C(C)C.